From a dataset of Reaction yield outcomes from USPTO patents with 853,638 reactions. Predict the reaction yield, written as a fraction of the theoretical maximum amount of product (1.0 means a 100% yield; for example, 0.34 means a 34% yield). (1) The reactants are [F:1][C:2]1[CH:3]=[C:4]([C:12]2[N:17]=[CH:16][N:15]=[C:14]([C:18]#[N:19])[CH:13]=2)[CH:5]=[CH:6][C:7]=1[C:8]([F:11])([F:10])[F:9].CO. The catalyst is [Pd].C(OCC)(=O)C. The product is [F:1][C:2]1[CH:3]=[C:4]([C:12]2[N:17]=[CH:16][N:15]=[C:14]([CH2:18][NH2:19])[CH:13]=2)[CH:5]=[CH:6][C:7]=1[C:8]([F:10])([F:9])[F:11]. The yield is 0.740. (2) The reactants are Br[CH2:2][CH2:3][CH2:4][CH2:5][CH2:6][CH2:7][N:8]1[C:12]2[CH:13]=[CH:14][CH:15]=[CH:16][C:11]=2[N:10]([C:17]2[CH:22]=[CH:21][CH:20]=[CH:19][C:18]=2[F:23])[S:9]1(=[O:25])=[O:24].[CH3:26][NH:27][CH3:28]. No catalyst specified. The product is [F:23][C:18]1[CH:19]=[CH:20][CH:21]=[CH:22][C:17]=1[N:10]1[C:11]2[CH:16]=[CH:15][CH:14]=[CH:13][C:12]=2[N:8]([CH2:7][CH2:6][CH2:5][CH2:4][CH2:3][CH2:2][N:27]([CH3:28])[CH3:26])[S:9]1(=[O:25])=[O:24]. The yield is 0.490. (3) The reactants are [OH:1][C:2]1[CH:9]=[CH:8][C:5]([C:6]#[N:7])=[CH:4][CH:3]=1.[H-].[Na+].CS(C)=O.Br[C:17]1[S:21][C:20]([CH:22]=[O:23])=[CH:19][CH:18]=1. The catalyst is O. The product is [CH:22]([C:20]1[S:21][C:17]([O:1][C:2]2[CH:9]=[CH:8][C:5]([C:6]#[N:7])=[CH:4][CH:3]=2)=[CH:18][CH:19]=1)=[O:23]. The yield is 0.170. (4) The reactants are Cl[C:2]1[N:11]=[C:10]([NH:12][C:13]2[CH:18]=[CH:17][C:16]([F:19])=[C:15]([Cl:20])[CH:14]=2)[C:9]2[C:4](=[CH:5][CH:6]=[C:7]([C:21]#[C:22][CH2:23][N:24]([CH3:26])[CH3:25])[CH:8]=2)[N:3]=1.[N:27]1[CH:32]=[CH:31][CH:30]=[C:29](B(O)O)[CH:28]=1.C([O-])([O-])=O.[K+].[K+].O. The catalyst is O1CCOCC1.Cl[Pd](Cl)([P](C1C=CC=CC=1)(C1C=CC=CC=1)C1C=CC=CC=1)[P](C1C=CC=CC=1)(C1C=CC=CC=1)C1C=CC=CC=1.C(OCC)(=O)C. The product is [Cl:20][C:15]1[CH:14]=[C:13]([NH:12][C:10]2[C:9]3[C:4](=[CH:5][CH:6]=[C:7]([C:21]#[C:22][CH2:23][N:24]([CH3:26])[CH3:25])[CH:8]=3)[N:3]=[C:2]([C:29]3[CH:28]=[N:27][CH:32]=[CH:31][CH:30]=3)[N:11]=2)[CH:18]=[CH:17][C:16]=1[F:19]. The yield is 0.370.